Dataset: Catalyst prediction with 721,799 reactions and 888 catalyst types from USPTO. Task: Predict which catalyst facilitates the given reaction. (1) Reactant: [NH:1]1[CH2:9][CH2:8][CH:4]([C:5]([NH2:7])=[O:6])[CH2:3][CH2:2]1.[CH2:10]=O. Product: [CH3:10][N:1]1[CH2:9][CH2:8][CH:4]([C:5]([NH2:7])=[O:6])[CH2:3][CH2:2]1. The catalyst class is: 522. (2) Reactant: [Cl:1][C:2]1[N:11]=[CH:10][CH:9]=[C:8]([CH3:12])[C:3]=1[C:4](OC)=[O:5].[H-].[Al+3].[Li+].[H-].[H-].[H-].O. Product: [Cl:1][C:2]1[C:3]([CH2:4][OH:5])=[C:8]([CH3:12])[CH:9]=[CH:10][N:11]=1. The catalyst class is: 1. (3) Reactant: C[O:2][C:3]1[CH:4]=[C:5]2[C:9](=[CH:10][CH:11]=1)[N:8]([S:12]([C:15]1[CH:20]=[CH:19][CH:18]=[CH:17][CH:16]=1)(=[O:14])=[O:13])[N:7]=[C:6]2[CH:21]=[O:22].B(Br)(Br)Br. Product: [OH:2][C:3]1[CH:4]=[C:5]2[C:9](=[CH:10][CH:11]=1)[N:8]([S:12]([C:15]1[CH:20]=[CH:19][CH:18]=[CH:17][CH:16]=1)(=[O:14])=[O:13])[N:7]=[C:6]2[CH:21]=[O:22]. The catalyst class is: 326. (4) Reactant: Br[CH:2]([C:15]1[CH:20]=[CH:19][CH:18]=[CH:17][CH:16]=1)[C:3]([NH:5][CH2:6][C:7]1[CH:12]=[CH:11][C:10]([C:13]#[N:14])=[CH:9][CH:8]=1)=[O:4].Cl.[CH3:22][NH:23][CH3:24].C(N(CC)CC)C. Product: [C:13]([C:10]1[CH:11]=[CH:12][C:7]([CH2:6][NH:5][C:3](=[O:4])[CH:2]([N:23]([CH3:24])[CH3:22])[C:15]2[CH:20]=[CH:19][CH:18]=[CH:17][CH:16]=2)=[CH:8][CH:9]=1)#[N:14]. The catalyst class is: 807. (5) Reactant: [C:1]([O:5][C:6](=[O:29])[NH:7][C@H:8]1[CH2:13][CH2:12][CH2:11][CH2:10][C@H:9]1[NH:14][C:15]1[N:16]=[CH:17][C:18]2[C:24]([CH:25]([F:27])[F:26])=[N:23][CH:22]=[C:21](I)[C:19]=2[N:20]=1)([CH3:4])([CH3:3])[CH3:2].[CH3:30][N:31]1[CH:35]=[C:34](B(O)O)[CH:33]=[N:32]1.C1(P(C2CCCCC2)C2C=CC=CC=2C2C(OC)=CC=CC=2OC)CCCCC1.C(=O)([O-])[O-].[K+].[K+].COCCOC.O. Product: [C:1]([O:5][C:6](=[O:29])[NH:7][C@H:8]1[CH2:13][CH2:12][CH2:11][CH2:10][C@H:9]1[NH:14][C:15]1[N:16]=[CH:17][C:18]2[C:24]([CH:25]([F:27])[F:26])=[N:23][CH:22]=[C:21]([C:34]3[CH:33]=[N:32][N:31]([CH3:30])[CH:35]=3)[C:19]=2[N:20]=1)([CH3:4])([CH3:3])[CH3:2]. The catalyst class is: 167. (6) Reactant: [CH3:1][N:2]1[C:7]2[CH:8]=[C:9]([N:11]3[CH2:16][CH2:15][CH2:14][C@@H:13]([NH:17][C:18](=[O:24])[O:19][C:20]([CH3:23])([CH3:22])[CH3:21])[CH2:12]3)[NH:10][C:6]=2[C:5](=[O:25])[N:4]([CH3:26])[C:3]1=[O:27].[Cl:28][C:29]1[CH:36]=[CH:35][CH:34]=[CH:33][C:30]=1[CH2:31]Br.C(=O)([O-])[O-].[K+].[K+].O. Product: [Cl:28][C:29]1[CH:36]=[CH:35][CH:34]=[CH:33][C:30]=1[CH2:31][N:10]1[C:6]2[C:5](=[O:25])[N:4]([CH3:26])[C:3](=[O:27])[N:2]([CH3:1])[C:7]=2[CH:8]=[C:9]1[N:11]1[CH2:16][CH2:15][CH2:14][C@@H:13]([NH:17][C:18](=[O:24])[O:19][C:20]([CH3:23])([CH3:22])[CH3:21])[CH2:12]1. The catalyst class is: 9. (7) Reactant: [I:1]I.CCOCC.CN(C)C(N(C)C)=N.[CH3:16][N:17]([CH3:42])[CH2:18][CH2:19][N:20]1[C:29]2[C@@:24]([CH3:40])([C@H:25]3[CH2:36][CH2:35][C@@:34]4([CH3:37])[C@@H:30]([CH2:31][CH2:32]/[C:33]/4=N\N)[C@@H:26]3[CH2:27][CH:28]=2)[CH2:23][CH2:22][C:21]1=[O:41]. Product: [CH3:16][N:17]([CH3:42])[CH2:18][CH2:19][N:20]1[C:29]2[C@@:24]([CH3:40])([C@H:25]3[CH2:36][CH2:35][C@@:34]4([CH3:37])[C@@H:30]([CH2:31][CH:32]=[C:33]4[I:1])[C@@H:26]3[CH2:27][CH:28]=2)[CH2:23][CH2:22][C:21]1=[O:41]. The catalyst class is: 1. (8) Reactant: [F:1]C1C=CC=CC=1C(Cl)=O.[CH3:11][O:12][C:13]1[CH:14]=[C:15]2[C:20](=[CH:21][C:22]=1[O:23][CH3:24])[N:19]=[CH:18][CH:17]=[C:16]2[O:25][C:26]1[CH:32]=[CH:31][C:29]([NH2:30])=[C:28](F)[CH:27]=1.[F:34][C:35]1[CH:40]=[CH:39][CH:38]=[CH:37][C:36]=1[C:41]([N:43]=[C:44]=[S:45])=[O:42]. Product: [F:34][C:35]1[CH:40]=[CH:39][CH:38]=[CH:37][C:36]=1[C:41]([N:43]=[C:44]=[S:45])=[O:42].[CH3:11][O:12][C:13]1[CH:14]=[C:15]2[C:20](=[CH:21][C:22]=1[O:23][CH3:24])[N:19]=[CH:18][CH:17]=[C:16]2[O:25][C:26]1[CH:32]=[CH:31][C:29]([NH:30][C:44]([NH:43][C:41](=[O:42])[C:36]2[CH:37]=[CH:38][CH:39]=[CH:40][C:35]=2[F:34])=[S:45])=[CH:28][C:27]=1[F:1]. The catalyst class is: 234. (9) Reactant: [CH2:1]1[C:7]2=[C:8]3[C:12](=[CH:13][CH:14]=[C:6]2[O:5][CH2:4][CH2:3][N:2]1C(OC(C)(C)C)=O)[NH:11][CH:10]=[CH:9]3.[H-].[Na+].CN(C=O)C.[Cl:29][C:30]1[CH:35]=[C:34]([Cl:36])[CH:33]=[CH:32][C:31]=1[S:37](Cl)(=[O:39])=[O:38]. Product: [Cl:29][C:30]1[CH:35]=[C:34]([Cl:36])[CH:33]=[CH:32][C:31]=1[S:37]([N:11]1[C:12]2[C:8](=[C:7]3[CH2:1][NH:2][CH2:3][CH2:4][O:5][C:6]3=[CH:14][CH:13]=2)[CH:9]=[CH:10]1)(=[O:39])=[O:38]. The catalyst class is: 547.